This data is from Reaction yield outcomes from USPTO patents with 853,638 reactions. The task is: Predict the reaction yield, written as a fraction of the theoretical maximum amount of product (1.0 means a 100% yield; for example, 0.34 means a 34% yield). (1) The reactants are C[O:2][C:3]1[C:8]([O:9]C)=[CH:7][CH:6]=[CH:5][C:4]=1[C:11]1[CH:16]=[CH:15][C:14]([C:17]2[C:25]3[C:24]([OH:26])=[C:23]([C:27]#[N:28])[C:22](=[O:29])[NH:21][C:20]=3[S:19][CH:18]=2)=[CH:13][CH:12]=1.B(Br)(Br)Br. The catalyst is C(Cl)Cl. The product is [OH:2][C:3]1[C:8]([OH:9])=[CH:7][CH:6]=[CH:5][C:4]=1[C:11]1[CH:16]=[CH:15][C:14]([C:17]2[C:25]3[C:24]([OH:26])=[C:23]([C:27]#[N:28])[C:22](=[O:29])[NH:21][C:20]=3[S:19][CH:18]=2)=[CH:13][CH:12]=1. The yield is 0.750. (2) The reactants are [N:1]1([C:8]2[N:13]=[CH:12][C:11]([NH:14][C:15]([C:17]3[O:21][C:20]([N:22]4[CH2:27][CH2:26][CH:25]([C:28]5[CH:33]=[CH:32][CH:31]=[CH:30][CH:29]=5)[CH2:24][CH2:23]4)=[N:19][C:18]=3[C:34]([F:37])([F:36])[F:35])=[O:16])=[CH:10][CH:9]=2)[CH2:7][CH2:6][CH2:5][NH:4][CH2:3][CH2:2]1.CCN(C(C)C)C(C)C.ClC1[O:49][C:50]2[CH:56]=[CH:55][CH:54]=[CH:53][C:51]=2[N:52]=1. The catalyst is CN(C=O)C. The product is [O:49]1[C:50]2[CH:56]=[CH:55][CH:54]=[CH:53][C:51]=2[N:52]=[C:5]1[N:4]1[CH2:3][CH2:2][N:1]([C:8]2[N:13]=[CH:12][C:11]([NH:14][C:15]([C:17]3[O:21][C:20]([N:22]4[CH2:23][CH2:24][CH:25]([C:28]5[CH:29]=[CH:30][CH:31]=[CH:32][CH:33]=5)[CH2:26][CH2:27]4)=[N:19][C:18]=3[C:34]([F:36])([F:35])[F:37])=[O:16])=[CH:10][CH:9]=2)[CH2:7][CH2:6]1. The yield is 0.420. (3) The reactants are CO[C:3](=[O:26])[C:4]1[CH:9]=[CH:8][C:7]([O:10][CH2:11][C:12]2[C:13]([C:18]3[CH:23]=[CH:22][C:21]([F:24])=[CH:20][C:19]=3[F:25])=[N:14][O:15][C:16]=2[CH3:17])=[N:6][CH:5]=1.[NH2:27][CH:28]1[CH2:33][CH2:32][O:31][CH2:30][CH2:29]1. No catalyst specified. The product is [F:25][C:19]1[CH:20]=[C:21]([F:24])[CH:22]=[CH:23][C:18]=1[C:13]1[C:12]([CH2:11][O:10][C:7]2[CH:8]=[CH:9][C:4]([C:3]([NH:27][CH:28]3[CH2:33][CH2:32][O:31][CH2:30][CH2:29]3)=[O:26])=[CH:5][N:6]=2)=[C:16]([CH3:17])[O:15][N:14]=1. The yield is 0.920. (4) The yield is 0.930. No catalyst specified. The reactants are [Cl:1][C:2]1[CH:7]=[C:6]([CH:8]=O)[CH:5]=[CH:4][N:3]=1.[NH:10]1[CH2:15][CH2:14][O:13][CH2:12][CH2:11]1. The product is [Cl:1][C:2]1[CH:7]=[C:6]([CH2:8][N:10]2[CH2:15][CH2:14][O:13][CH2:12][CH2:11]2)[CH:5]=[CH:4][N:3]=1. (5) The reactants are [CH2:1]([CH:3]([C:6]1[C:10]([CH2:11][CH2:12][CH2:13][OH:14])=[CH:9][N:8]([C:15]2[CH:20]=[CH:19][C:18]([C:21]([F:24])([F:23])[F:22])=[CH:17][N:16]=2)[N:7]=1)[CH2:4][CH3:5])[CH3:2].O[C:26]1[C:31]([O:32][CH3:33])=[CH:30][CH:29]=[CH:28][C:27]=1[CH2:34][C:35]([O:37]C)=[O:36].C(P(CCCC)CCCC)CCC.N(C(N1CCCCC1)=O)=NC(N1CCCCC1)=O. The catalyst is O1CCCC1. The product is [CH2:1]([CH:3]([C:6]1[C:10]([CH2:11][CH2:12][CH2:13][O:14][C:26]2[C:31]([O:32][CH3:33])=[CH:30][CH:29]=[CH:28][C:27]=2[CH2:34][C:35]([OH:37])=[O:36])=[CH:9][N:8]([C:15]2[CH:20]=[CH:19][C:18]([C:21]([F:23])([F:24])[F:22])=[CH:17][N:16]=2)[N:7]=1)[CH2:4][CH3:5])[CH3:2]. The yield is 0.860. (6) The yield is 0.920. The reactants are [C:1]([O:5][C:6]([NH:8][C@H:9]([CH2:15][C:16]1[CH:21]=[C:20]([F:22])[C:19]([F:23])=[CH:18][C:17]=1[F:24])[CH2:10][C:11]([O:13]C)=[O:12])=[O:7])([CH3:4])([CH3:3])[CH3:2].C1(C)C=CC=CC=1.[OH-].[Na+].Cl. The product is [C:1]([O:5][C:6]([NH:8][C@H:9]([CH2:15][C:16]1[CH:21]=[C:20]([F:22])[C:19]([F:23])=[CH:18][C:17]=1[F:24])[CH2:10][C:11]([OH:13])=[O:12])=[O:7])([CH3:4])([CH3:2])[CH3:3]. The catalyst is O.